Dataset: Forward reaction prediction with 1.9M reactions from USPTO patents (1976-2016). Task: Predict the product of the given reaction. (1) Given the reactants [CH3:1][C:2]1([CH3:16])[CH2:10][C:9]2[NH:8][CH:7]=[C:6]([C:11]([F:14])([F:13])[F:12])[C:5]=2[C:4](=[O:15])[CH2:3]1.[H-].[Na+].F[C:20]1[CH:27]=[CH:26][C:23]([C:24]#[N:25])=[C:22]([NH:28][C@H:29]2[CH2:34][CH2:33][C@H:32]([OH:35])[CH2:31][CH2:30]2)[CH:21]=1.CN(C=[O:40])C, predict the reaction product. The product is: [CH3:1][C:2]1([CH3:16])[CH2:10][C:9]2[N:8]([C:20]3[CH:27]=[CH:26][C:23]([C:24]([NH2:25])=[O:40])=[C:22]([NH:28][C@H:29]4[CH2:34][CH2:33][C@H:32]([OH:35])[CH2:31][CH2:30]4)[CH:21]=3)[CH:7]=[C:6]([C:11]([F:14])([F:12])[F:13])[C:5]=2[C:4](=[O:15])[CH2:3]1. (2) Given the reactants [CH3:1][O:2][C:3]1[CH:4]=[C:5]([NH:11][C:12]2[C:13]3[N:41]=[CH:40][S:39][C:14]=3[N:15]=[C:16]([N:18]3[CH2:23][CH2:22][CH2:21][CH:20]([C:24]([NH:26][C:27]4[CH:36]=[CH:35][C:30]([C:31]([O:33]C)=[O:32])=[C:29]([O:37][CH3:38])[CH:28]=4)=[O:25])[CH2:19]3)[N:17]=2)[CH:6]=[CH:7][C:8]=1[O:9][CH3:10].[OH-].[Na+], predict the reaction product. The product is: [CH3:1][O:2][C:3]1[CH:4]=[C:5]([NH:11][C:12]2[C:13]3[N:41]=[CH:40][S:39][C:14]=3[N:15]=[C:16]([N:18]3[CH2:23][CH2:22][CH2:21][CH:20]([C:24]([NH:26][C:27]4[CH:36]=[CH:35][C:30]([C:31]([OH:33])=[O:32])=[C:29]([O:37][CH3:38])[CH:28]=4)=[O:25])[CH2:19]3)[N:17]=2)[CH:6]=[CH:7][C:8]=1[O:9][CH3:10]. (3) Given the reactants Cl[C:2]1[C:11]2[C:6](=[CH:7][CH:8]=[CH:9][CH:10]=2)[N:5]=[C:4]([CH3:12])[CH:3]=1.[Cl:13][C:14]1[CH:15]=[C:16]([CH:19]=[CH:20][C:21]=1[Cl:22])[CH2:17][NH2:18], predict the reaction product. The product is: [Cl:13][C:14]1[CH:15]=[C:16]([CH:19]=[CH:20][C:21]=1[Cl:22])[CH2:17][NH:18][C:2]1[C:11]2[C:6](=[CH:7][CH:8]=[CH:9][CH:10]=2)[N:5]=[C:4]([CH3:12])[CH:3]=1. (4) Given the reactants Br[C:2]1[CH:3]=[CH:4][C:5]([N+:9]([O-:11])=[O:10])=[C:6]([NH2:8])[CH:7]=1.[C:12]1([C:18]#[CH:19])[CH:17]=[CH:16][CH:15]=[CH:14][CH:13]=1, predict the reaction product. The product is: [N+:9]([C:5]1[CH:4]=[CH:3][C:2]([C:19]#[C:18][C:12]2[CH:17]=[CH:16][CH:15]=[CH:14][CH:13]=2)=[CH:7][C:6]=1[NH2:8])([O-:11])=[O:10].